From a dataset of NCI-60 drug combinations with 297,098 pairs across 59 cell lines. Regression. Given two drug SMILES strings and cell line genomic features, predict the synergy score measuring deviation from expected non-interaction effect. (1) Drug 1: CNC(=O)C1=CC=CC=C1SC2=CC3=C(C=C2)C(=NN3)C=CC4=CC=CC=N4. Drug 2: CC1=C2C(C(=O)C3(C(CC4C(C3C(C(C2(C)C)(CC1OC(=O)C(C(C5=CC=CC=C5)NC(=O)OC(C)(C)C)O)O)OC(=O)C6=CC=CC=C6)(CO4)OC(=O)C)O)C)O. Cell line: LOX IMVI. Synergy scores: CSS=36.0, Synergy_ZIP=6.69, Synergy_Bliss=7.15, Synergy_Loewe=-16.9, Synergy_HSA=7.18. (2) Drug 1: CC12CCC(CC1=CCC3C2CCC4(C3CC=C4C5=CN=CC=C5)C)O. Drug 2: C1CC(=O)NC(=O)C1N2C(=O)C3=CC=CC=C3C2=O. Cell line: OVCAR3. Synergy scores: CSS=8.05, Synergy_ZIP=7.97, Synergy_Bliss=13.3, Synergy_Loewe=-2.19, Synergy_HSA=3.50. (3) Drug 1: CC1=C(C=C(C=C1)C(=O)NC2=CC(=CC(=C2)C(F)(F)F)N3C=C(N=C3)C)NC4=NC=CC(=N4)C5=CN=CC=C5. Drug 2: C1=NC(=NC(=O)N1C2C(C(C(O2)CO)O)O)N. Cell line: SF-295. Synergy scores: CSS=3.72, Synergy_ZIP=-2.44, Synergy_Bliss=-2.17, Synergy_Loewe=-9.56, Synergy_HSA=-7.09. (4) Drug 1: CN(C)N=NC1=C(NC=N1)C(=O)N. Drug 2: C1=NC(=NC(=O)N1C2C(C(C(O2)CO)O)O)N. Cell line: OVCAR-8. Synergy scores: CSS=1.74, Synergy_ZIP=-1.08, Synergy_Bliss=1.86, Synergy_Loewe=-4.40, Synergy_HSA=-0.618. (5) Synergy scores: CSS=41.4, Synergy_ZIP=-5.69, Synergy_Bliss=-5.06, Synergy_Loewe=-39.5, Synergy_HSA=-3.84. Drug 2: CC1C(C(CC(O1)OC2CC(CC3=C2C(=C4C(=C3O)C(=O)C5=CC=CC=C5C4=O)O)(C(=O)C)O)N)O. Drug 1: COC1=NC(=NC2=C1N=CN2C3C(C(C(O3)CO)O)O)N. Cell line: SK-MEL-28.